Dataset: Reaction yield outcomes from USPTO patents with 853,638 reactions. Task: Predict the reaction yield, written as a fraction of the theoretical maximum amount of product (1.0 means a 100% yield; for example, 0.34 means a 34% yield). (1) The reactants are [NH:1]1[CH2:6][CH2:5][CH2:4][CH2:3][CH2:2]1.[C:7]1([NH:13][C:14]2[N:19]=[C:18]([NH2:20])[N:17]=[C:16]([C:21]3[N:25]=[C:24](C(Cl)(Cl)Cl)[O:23][N:22]=3)[N:15]=2)[CH:12]=[CH:11][CH:10]=[CH:9][CH:8]=1. The catalyst is O1CCOCC1. The product is [C:7]1([NH:13][C:14]2[N:19]=[C:18]([NH2:20])[N:17]=[C:16]([C:21]3[N:25]=[C:24]([N:1]4[CH2:6][CH2:5][CH2:4][CH2:3][CH2:2]4)[O:23][N:22]=3)[N:15]=2)[CH:8]=[CH:9][CH:10]=[CH:11][CH:12]=1. The yield is 0.260. (2) The reactants are [N:1]1([CH2:10][CH2:11][CH2:12][OH:13])[C:5]2[CH:6]=[CH:7][CH:8]=[CH:9][C:4]=2[N:3]=[CH:2]1.[Na].C(=O)(O)[O-].[Na+].S([O-])([O-])(=O)=S.[Na+].[Na+]. The catalyst is ClCCl.C(OCC)(=O)C. The product is [N:1]1([CH2:10][CH2:11][CH:12]=[O:13])[C:5]2[CH:6]=[CH:7][CH:8]=[CH:9][C:4]=2[N:3]=[CH:2]1. The yield is 0.800. (3) The reactants are [CH2:1]([N:3]1[C:7]2[N:8]=[N:9][CH:10]=[C:11]([C:12]3[CH:17]=[CH:16][C:15]([F:18])=[C:14](I)[CH:13]=3)[C:6]=2[N:5]=[CH:4]1)[CH3:2].CC1(C)C(C)(C)OB([C:28]2[CH:33]=[CH:32][C:31]([S:34]([NH2:37])(=[O:36])=[O:35])=[CH:30][CH:29]=2)O1. No catalyst specified. The product is [CH2:1]([N:3]1[C:7]2[N:8]=[N:9][CH:10]=[C:11]([C:12]3[CH:17]=[CH:16][C:15]([F:18])=[C:14]([C:28]4[CH:33]=[CH:32][C:31]([S:34]([NH2:37])(=[O:36])=[O:35])=[CH:30][CH:29]=4)[CH:13]=3)[C:6]=2[N:5]=[CH:4]1)[CH3:2]. The yield is 0.570. (4) The reactants are [CH3:1][O:2][C:3]1[CH:12]=[CH:11][C:10]([S:13](=[O:16])(=[O:15])[NH2:14])=[CH:9][C:4]=1[C:5]([O:7]C)=[O:6].[OH-].[Na+].Cl. The catalyst is CO. The product is [CH3:1][O:2][C:3]1[CH:12]=[CH:11][C:10]([S:13](=[O:16])(=[O:15])[NH2:14])=[CH:9][C:4]=1[C:5]([OH:7])=[O:6]. The yield is 0.983. (5) The reactants are [N:1]1[CH:6]=[CH:5][CH:4]=[CH:3][C:2]=1[C:7]1[N:12]=[C:11]([CH3:13])[C:10]([C:14]([OH:16])=O)=[CH:9][N:8]=1.[CH2:17]([C:19]1[C:27]2[C:22](=[CH:23][CH:24]=[C:25]([O:28][C:29]([F:32])([F:31])[F:30])[CH:26]=2)[N:21]([NH2:33])[CH:20]=1)[CH3:18].C[N+]1(C2N=C(OC)N=C(OC)N=2)CCOCC1.[Cl-]. The catalyst is CN(C=O)C.C([O-])([O-])=O.[Na+].[Na+]. The product is [CH2:17]([C:19]1[C:27]2[C:22](=[CH:23][CH:24]=[C:25]([O:28][C:29]([F:30])([F:32])[F:31])[CH:26]=2)[N:21]([NH:33][C:14]([C:10]2[C:11]([CH3:13])=[N:12][C:7]([C:2]3[CH:3]=[CH:4][CH:5]=[CH:6][N:1]=3)=[N:8][CH:9]=2)=[O:16])[CH:20]=1)[CH3:18]. The yield is 0.680.